This data is from CYP3A4 inhibition data for predicting drug metabolism from PubChem BioAssay. The task is: Regression/Classification. Given a drug SMILES string, predict its absorption, distribution, metabolism, or excretion properties. Task type varies by dataset: regression for continuous measurements (e.g., permeability, clearance, half-life) or binary classification for categorical outcomes (e.g., BBB penetration, CYP inhibition). Dataset: cyp3a4_veith. (1) The molecule is COc1ccc2nccc(C(=O)O)c2c1. The result is 0 (non-inhibitor). (2) The molecule is Cc1ccsc1/C=C\C1=NCCCN1C.O=C(O)[C@@H](O)[C@@H](O)C(=O)O. The result is 0 (non-inhibitor). (3) The compound is Cc1cccc(C)c1OC1(c2ccccc2)OC(=O)c2ccccc21. The result is 1 (inhibitor). (4) The drug is COc1ccc(C(=O)NC2CCN(C(=S)Nc3cccc(C)c3)CC2)cc1. The result is 1 (inhibitor). (5) The molecule is Cc1noc(C)c1C(=O)N1CCC2(CCCN(C(c3ccccc3)c3ccccc3)C2)CC1. The result is 0 (non-inhibitor). (6) The compound is NC(=O)[C@@H]1CCCN1Cc1ccc2c(c1)OCO2. The result is 0 (non-inhibitor). (7) The drug is CO/N=C(\C)CCN1CCCc2nc(C)c(C)cc21. The result is 0 (non-inhibitor).